Task: Regression/Classification. Given a drug SMILES string, predict its absorption, distribution, metabolism, or excretion properties. Task type varies by dataset: regression for continuous measurements (e.g., permeability, clearance, half-life) or binary classification for categorical outcomes (e.g., BBB penetration, CYP inhibition). Dataset: cyp2c9_veith.. Dataset: CYP2C9 inhibition data for predicting drug metabolism from PubChem BioAssay (1) The drug is Cc1ccc(CNCC(O)(c2ccc(F)cc2)c2ccc(F)cc2)cc1. The result is 1 (inhibitor). (2) The molecule is CC(=O)c1cc2ccccc2oc1=O. The result is 0 (non-inhibitor). (3) The molecule is Cc1[nH]n(C(C)(C)C)c(=O)c1Sc1ccc(Cl)cc1. The result is 1 (inhibitor). (4) The compound is CCCC[C@@H]1C[C@H]1C(NC(=O)c1ccccc1)c1ccc(C(=O)OC)cc1. The result is 1 (inhibitor). (5) The molecule is CCOC(=O)N1CCC(NC(=O)C2CCN(S(=O)(=O)N3CCCC3)CC2)CC1. The result is 0 (non-inhibitor). (6) The molecule is Cc1ccccc1CSc1nnc(-c2cccs2)n1Cc1ccco1. The result is 1 (inhibitor). (7) The drug is O=C1C2=CC[C@@H]3C(=O)N(c4ccc(F)cc4F)C(=O)[C@H]3[C@H]2[C@H](O)[C@H]2O[C@H]12. The result is 0 (non-inhibitor). (8) The drug is CC1(C)CCC(=O)N[C@H]1CC(=O)C[C@H]1NC(=O)CCC1(C)C. The result is 0 (non-inhibitor). (9) The compound is CC(C)(O)C#Cc1ccc(C(=O)NCc2cccs2)s1. The result is 1 (inhibitor).